This data is from Catalyst prediction with 721,799 reactions and 888 catalyst types from USPTO. The task is: Predict which catalyst facilitates the given reaction. (1) Reactant: [CH3:1][CH:2]1[CH2:11][CH:10]([OH:12])[CH2:9][CH2:8][C:3]21[O:7][CH2:6][CH2:5][O:4]2. Product: [CH3:1][CH:2]1[CH2:11][C:10](=[O:12])[CH2:9][CH2:8][C:3]21[O:4][CH2:5][CH2:6][O:7]2. The catalyst class is: 2. (2) The catalyst class is: 10. Product: [I-:25].[F:1][C:2]1[CH:7]=[CH:6][C:5]([C:8]([CH:20]2[CH2:21][CH2:22][CH2:23][CH2:24]2)([CH3:19])[C:9]([O:11][CH:12]2[CH2:17][CH2:16][N+:15]([CH3:26])([CH3:18])[CH2:14][CH2:13]2)=[O:10])=[CH:4][CH:3]=1. Reactant: [F:1][C:2]1[CH:7]=[CH:6][C:5]([C:8]([CH:20]2[CH2:24][CH2:23][CH2:22][CH2:21]2)([CH3:19])[C:9]([O:11][CH:12]2[CH2:17][CH2:16][N:15]([CH3:18])[CH2:14][CH2:13]2)=[O:10])=[CH:4][CH:3]=1.[I:25][CH3:26]. (3) Reactant: [F:1][C:2]1[CH:3]=[C:4]([CH:10]=[CH:11][C:12]=1[NH:13][C:14]1[C:15]2[C:22]([F:23])=[CH:21][N:20]([CH:24]3[CH2:29][CH2:28][N:27]([C:30](=[NH:33])[NH:31][OH:32])[CH2:26][CH2:25]3)[C:16]=2[N:17]=[CH:18][N:19]=1)[C:5]([N:7]([CH3:9])[CH3:8])=[O:6].C(N(CC)CC)C.[C:41](Cl)(=O)[CH2:42][CH2:43][CH3:44].O. Product: [F:1][C:2]1[CH:3]=[C:4]([CH:10]=[CH:11][C:12]=1[NH:13][C:14]1[C:15]2[C:22]([F:23])=[CH:21][N:20]([CH:24]3[CH2:29][CH2:28][N:27]([C:30]4[N:33]=[C:41]([CH2:42][CH2:43][CH3:44])[O:32][N:31]=4)[CH2:26][CH2:25]3)[C:16]=2[N:17]=[CH:18][N:19]=1)[C:5]([N:7]([CH3:9])[CH3:8])=[O:6]. The catalyst class is: 11.